From a dataset of Full USPTO retrosynthesis dataset with 1.9M reactions from patents (1976-2016). Predict the reactants needed to synthesize the given product. (1) Given the product [C:26]1([C@@H:32]2[CH2:34][C@H:33]2[NH:35][C:36]([NH:2][CH2:3][CH2:4][NH:5][C:6]([C:8]2[CH:9]=[CH:10][C:11]([O:12][C@@H:13]3[CH2:18][CH2:17][C@H:16]([C:19]([OH:21])=[O:20])[CH2:15][CH2:14]3)=[CH:24][CH:25]=2)=[O:7])=[O:37])[CH:31]=[CH:30][CH:29]=[CH:28][CH:27]=1, predict the reactants needed to synthesize it. The reactants are: Cl.[NH2:2][CH2:3][CH2:4][NH:5][C:6]([C:8]1[CH:25]=[CH:24][C:11]([O:12][C@@H:13]2[CH2:18][CH2:17][C@H:16]([C:19]([O:21]CC)=[O:20])[CH2:15][CH2:14]2)=[CH:10][CH:9]=1)=[O:7].[C:26]1([C@@H:32]2[CH2:34][C@H:33]2[N:35]=[C:36]=[O:37])[CH:31]=[CH:30][CH:29]=[CH:28][CH:27]=1.[OH-].[Na+].Cl. (2) Given the product [Br:24][C:25]1[CH:33]=[CH:32][CH:31]=[C:30]2[C:26]=1[C:27]([C:35]1[C:36]([OH:44])=[CH:37][C:38]3[O:42][CH2:41][CH2:40][C:39]=3[CH:43]=1)([CH2:9][OH:22])[C:28](=[O:34])[NH:29]2, predict the reactants needed to synthesize it. The reactants are: FC1C=CC(O)=C(C2C3C(=CC=CC=3)N(CCCCC)[C:9]2=[O:22])C=1.[Br:24][C:25]1[CH:33]=[CH:32][CH:31]=[C:30]2[C:26]=1[CH:27]([C:35]1[C:36]([OH:44])=[CH:37][C:38]3[O:42][CH2:41][CH2:40][C:39]=3[CH:43]=1)[C:28](=[O:34])[NH:29]2. (3) Given the product [C:21]([NH:1][CH2:2][CH2:3][CH2:4][CH2:5][CH2:6][CH2:7][CH2:8][CH2:9][CH2:10][CH2:11][CH2:12][C:13]([OH:15])=[O:14])([O:20][C:17]([CH3:19])([CH3:18])[CH3:16])=[O:22], predict the reactants needed to synthesize it. The reactants are: [NH2:1][CH2:2][CH2:3][CH2:4][CH2:5][CH2:6][CH2:7][CH2:8][CH2:9][CH2:10][CH2:11][CH2:12][C:13]([OH:15])=[O:14].[CH3:16][C:17]([O:20][C:21](O[C:21]([O:20][C:17]([CH3:19])([CH3:18])[CH3:16])=[O:22])=[O:22])([CH3:19])[CH3:18].C(O)(=O)CC(CC(O)=O)(C(O)=O)O. (4) The reactants are: [CH3:1][O:2][C:3]1[N:8]=[CH:7][C:6]([C:9]2[CH2:14][CH2:13][CH:12]([N:15]3[CH2:18][CH:17]([NH:19][C:20]([CH2:22][NH:23][C:24](=[O:35])[C:25]4[CH:30]=[CH:29][CH:28]=[C:27]([C:31]([F:34])([F:33])[F:32])[CH:26]=4)=[O:21])[CH2:16]3)[CH2:11][CH:10]=2)=[CH:5][CH:4]=1. Given the product [CH3:1][O:2][C:3]1[N:8]=[CH:7][C:6]([CH:9]2[CH2:14][CH2:13][CH:12]([N:15]3[CH2:16][CH:17]([NH:19][C:20]([CH2:22][NH:23][C:24](=[O:35])[C:25]4[CH:30]=[CH:29][CH:28]=[C:27]([C:31]([F:34])([F:32])[F:33])[CH:26]=4)=[O:21])[CH2:18]3)[CH2:11][CH2:10]2)=[CH:5][CH:4]=1, predict the reactants needed to synthesize it. (5) Given the product [CH2:11]([O:10][C:7]1[CH:8]=[CH:9][C:4]([C@@H:3]2[CH2:22][O:21]2)=[CH:5][C:6]=1[N+:18]([O-:20])=[O:19])[C:12]1[CH:13]=[CH:14][CH:15]=[CH:16][CH:17]=1, predict the reactants needed to synthesize it. The reactants are: BrC[C@H:3]([O:21][C:22](C1C[C@@H]2C(C)(C)[C@@]1(C)CC2)=O)[C:4]1[CH:9]=[CH:8][C:7]([O:10][CH2:11][C:12]2[CH:17]=[CH:16][CH:15]=[CH:14][CH:13]=2)=[C:6]([N+:18]([O-:20])=[O:19])[CH:5]=1.CO.[OH-].[Na+]. (6) Given the product [CH3:1][C:2]1[CH:3]=[C:4]2[C:8](=[CH:9][CH:10]=1)[N:7]([C:13]1[CH:18]=[CH:17][CH:16]=[CH:15][CH:14]=1)[C:6](=[O:11])[C:5]2=[O:12], predict the reactants needed to synthesize it. The reactants are: [CH3:1][C:2]1[CH:3]=[C:4]2[C:8](=[CH:9][CH:10]=1)[NH:7][C:6](=[O:11])[C:5]2=[O:12].[C:13]1(B(O)O)[CH:18]=[CH:17][CH:16]=[CH:15][CH:14]=1.C(N(CC)CC)C.N1C=CC=CC=1. (7) Given the product [F:1][C:2]1[C:3]([CH3:22])=[CH:4][CH:5]=[C:6]([N+:19]([O-:21])=[O:20])[C:7]=1[O:8][C:9]1[C:18]2[C:13](=[CH:14][CH:15]=[CH:16][CH:17]=2)[CH:12]=[CH:11][CH:10]=1, predict the reactants needed to synthesize it. The reactants are: [F:1][C:2]1[C:7]([O:8][C:9]2[C:18]3[C:13](=[CH:14][CH:15]=[CH:16][CH:17]=3)[CH:12]=[CH:11][CH:10]=2)=[C:6]([N+:19]([O-:21])=[O:20])[CH:5]=[CH:4][C:3]=1[CH2:22]C(O)=O. (8) Given the product [F:25][C:26]1[CH:31]=[CH:30][C:29]([C:6]2[C:7]([NH:12][C:13]([NH:15][CH2:16][C:17]3[CH:22]=[CH:21][CH:20]=[CH:19][C:18]=3[O:23][CH3:24])=[NH:14])=[N:8][CH:9]=[CH:10][CH:11]=2)=[CH:28][CH:27]=1, predict the reactants needed to synthesize it. The reactants are: C(O)(=O)C.Br[C:6]1[C:7]([NH:12][C:13]([NH:15][CH2:16][C:17]2[CH:22]=[CH:21][CH:20]=[CH:19][C:18]=2[O:23][CH3:24])=[NH:14])=[N:8][CH:9]=[CH:10][CH:11]=1.[F:25][C:26]1[CH:31]=[CH:30][C:29](OB(O)O)=[CH:28][CH:27]=1.C(=O)([O-])[O-].[Na+].[Na+].C([O-])(=O)C. (9) Given the product [C:1]([O:5][C:6]([N:8]1[CH2:13][CH2:12][N:11]([C:14]2[N:22]([CH2:23][CH:24]=[C:25]([CH3:26])[CH3:27])[C:21]3[C:20](=[O:28])[N:19]([CH2:29][O:30][C:31](=[O:36])[C:32]([CH3:35])([CH3:34])[CH3:33])[C:18](=[O:37])[NH:17][C:16]=3[N:15]=2)[CH2:10][CH2:9]1)=[O:7])([CH3:2])([CH3:3])[CH3:4], predict the reactants needed to synthesize it. The reactants are: [C:1]([O:5][C:6]([N:8]1[CH2:13][CH2:12][N:11]([C:14]2[N:22]([CH2:23][CH:24]=[C:25]([CH3:27])[CH3:26])[C:21]3[C:20](=[O:28])[N:19]([CH2:29][O:30][C:31](=[O:36])[C:32]([CH3:35])([CH3:34])[CH3:33])[C:18](=[O:37])[N:17](COC(=O)C(C)(C)C)[C:16]=3[N:15]=2)[CH2:10][CH2:9]1)=[O:7])([CH3:4])([CH3:3])[CH3:2].[H-].[Na+]. (10) The reactants are: [CH3:1][C:2]1[CH:7]=[CH:6][C:5]([S:8]([O:11][CH2:12][CH:13]([OH:29])[CH2:14][C:15]2[CH:20]=[CH:19][CH:18]=[C:17]([CH2:21][C:22]3[CH:27]=[CH:26][CH:25]=[CH:24][CH:23]=3)[C:16]=2O)(=[O:10])=[O:9])=[CH:4][CH:3]=1.C1(P(C2C=CC=CC=2)C2C=CC=CC=2)C=CC=CC=1.CCOC(/N=N/C(OCC)=O)=O.CC1C=CC(S(OCC2CC3C=CC(OC)=CC=3O2)(=O)=O)=CC=1. Given the product [CH3:1][C:2]1[CH:3]=[CH:4][C:5]([S:8]([O:11][CH2:12][CH:13]2[CH2:14][C:15]3[CH:20]=[CH:19][CH:18]=[C:17]([CH2:21][C:22]4[CH:23]=[CH:24][CH:25]=[CH:26][CH:27]=4)[C:16]=3[O:29]2)(=[O:9])=[O:10])=[CH:6][CH:7]=1, predict the reactants needed to synthesize it.